The task is: Predict the reaction yield, written as a fraction of the theoretical maximum amount of product (1.0 means a 100% yield; for example, 0.34 means a 34% yield).. This data is from Reaction yield outcomes from USPTO patents with 853,638 reactions. (1) The reactants are [H-].[Na+].I[CH3:4].[Cl:5][C:6]1[N:11]=[C:10]([C:12]2[C:20]3[C:15](=[CH:16][CH:17]=[CH:18][CH:19]=3)[NH:14][CH:13]=2)[C:9]([Cl:21])=[CH:8][N:7]=1. The catalyst is C1COCC1. The product is [Cl:5][C:6]1[N:11]=[C:10]([C:12]2[C:20]3[C:15](=[CH:16][CH:17]=[CH:18][CH:19]=3)[N:14]([CH3:4])[CH:13]=2)[C:9]([Cl:21])=[CH:8][N:7]=1. The yield is 0.714. (2) The product is [N+:1]([C:4]1[CH:9]=[CH:8][C:7]([C@@H:10]([CH3:13])[CH2:11][N:18]2[C:14](=[O:24])[C:15]3[C:16](=[CH:20][CH:21]=[CH:22][CH:23]=3)[C:17]2=[O:19])=[CH:6][CH:5]=1)([O-:3])=[O:2]. The catalyst is C1COCC1. The reactants are [N+:1]([C:4]1[CH:9]=[CH:8][C:7]([C@@H:10]([CH3:13])[CH2:11]O)=[CH:6][CH:5]=1)([O-:3])=[O:2].[C:14]1(=[O:24])[NH:18][C:17](=[O:19])[C:16]2=[CH:20][CH:21]=[CH:22][CH:23]=[C:15]12.C1(P(C2C=CC=CC=2)C2C=CC=CC=2)C=CC=CC=1.CCOC(/N=N/C(OCC)=O)=O. The yield is 0.969. (3) The reactants are Cl.CC(CCN1CCCC1)[C:4]([OH:6])=[O:5].C(N(C(C)C)C(C)C)C.C(Cl)(=O)C(Cl)=O.C(OC([N:36]1[C:40]([NH2:41])=[CH:39][C:38]([C:42]2[CH:43]=[N:44][C:45]([O:48][CH3:49])=[CH:46][CH:47]=2)=[N:37]1)=O)(C)(C)C.NC1C=CNN=1.[CH3:56][CH:57]([CH2:61][CH2:62][N:63]1[CH2:67][CH2:66][CH2:65][CH2:64]1)[C:58](O)=[O:59].FC(F)(F)C(O)=O. The catalyst is C(Cl)Cl.CN(C=O)C. The product is [CH:4]([OH:6])=[O:5].[CH3:49][O:48][C:45]1[N:44]=[CH:43][C:42]([C:38]2[CH:39]=[C:40]([NH:41][C:58](=[O:59])[CH:57]([CH3:56])[CH2:61][CH2:62][N:63]3[CH2:67][CH2:66][CH2:65][CH2:64]3)[NH:36][N:37]=2)=[CH:47][CH:46]=1. The yield is 0.300. (4) The reactants are Cl[CH2:2][C:3]1[CH:21]=[CH:20][C:6]([O:7][CH2:8][C:9]2[N:10]=[C:11]([C:15]3[O:16][CH:17]=[CH:18][CH:19]=3)[O:12][C:13]=2[CH3:14])=[C:5]([O:22][CH3:23])[CH:4]=1.[CH2:24]([N:31]1[CH:35]=[C:34]([C:36]([O:38][CH2:39][CH3:40])=[O:37])[C:33]([OH:41])=[N:32]1)[C:25]1[CH:30]=[CH:29][CH:28]=[CH:27][CH:26]=1.C(=O)([O-])[O-].[K+].[K+].CN(C)C=O. The catalyst is O. The product is [CH2:24]([N:31]1[CH:35]=[C:34]([C:36]([O:38][CH2:39][CH3:40])=[O:37])[C:33]([O:41][CH2:2][C:3]2[CH:21]=[CH:20][C:6]([O:7][CH2:8][C:9]3[N:10]=[C:11]([C:15]4[O:16][CH:17]=[CH:18][CH:19]=4)[O:12][C:13]=3[CH3:14])=[C:5]([O:22][CH3:23])[CH:4]=2)=[N:32]1)[C:25]1[CH:26]=[CH:27][CH:28]=[CH:29][CH:30]=1. The yield is 0.860. (5) The reactants are [CH2:1]([O:3][C:4](=[O:12])[C:5](=O)[C:6]1[S:7][CH:8]=[CH:9][CH:10]=1)[CH3:2].[C:13]([O:17][C:18]([NH:20][NH2:21])=[O:19])([CH3:16])([CH3:15])[CH3:14]. The catalyst is C(O)C. The product is [CH2:1]([O:3][C:4](=[O:12])[C:5](=[N:21][NH:20][C:18]([O:17][C:13]([CH3:16])([CH3:15])[CH3:14])=[O:19])[C:6]1[S:7][CH:8]=[CH:9][CH:10]=1)[CH3:2]. The yield is 0.690.